Dataset: TCR-epitope binding with 47,182 pairs between 192 epitopes and 23,139 TCRs. Task: Binary Classification. Given a T-cell receptor sequence (or CDR3 region) and an epitope sequence, predict whether binding occurs between them. (1) The epitope is KAYNVTQAF. The TCR CDR3 sequence is CASSFDRQAELFF. Result: 1 (the TCR binds to the epitope). (2) The epitope is MMISAGFSL. The TCR CDR3 sequence is CASSSYPGEGYNEQFF. Result: 0 (the TCR does not bind to the epitope). (3) The epitope is TTLPVNVAF. The TCR CDR3 sequence is CAIGDTGINQPQHF. Result: 0 (the TCR does not bind to the epitope). (4) The epitope is GPGHKARVL. The TCR CDR3 sequence is CASSQPDNYEQYF. Result: 0 (the TCR does not bind to the epitope). (5) The epitope is CINGVCWTV. The TCR CDR3 sequence is CASSYSVKGLNTEAFF. Result: 1 (the TCR binds to the epitope). (6) The epitope is MLNIPSINV. The TCR CDR3 sequence is CAWGRNTEAFF. Result: 1 (the TCR binds to the epitope). (7) The epitope is FLKEKGGL. The TCR CDR3 sequence is CASSLSPGTSGSRANEQFF. Result: 1 (the TCR binds to the epitope).